Dataset: Peptide-MHC class I binding affinity with 185,985 pairs from IEDB/IMGT. Task: Regression. Given a peptide amino acid sequence and an MHC pseudo amino acid sequence, predict their binding affinity value. This is MHC class I binding data. (1) The peptide sequence is YPKFHRSAM. The MHC is HLA-A02:01 with pseudo-sequence HLA-A02:01. The binding affinity (normalized) is 0.0847. (2) The peptide sequence is VEAVMYMGTL. The MHC is HLA-B44:02 with pseudo-sequence HLA-B44:02. The binding affinity (normalized) is 0.322. (3) The peptide sequence is YLMHPAQTSQW. The MHC is Mamu-B52 with pseudo-sequence Mamu-B52. The binding affinity (normalized) is 0.342. (4) The peptide sequence is YPALMPLYACI. The binding affinity (normalized) is 0.332. The MHC is HLA-B07:02 with pseudo-sequence HLA-B07:02.